From a dataset of Peptide-MHC class I binding affinity with 185,985 pairs from IEDB/IMGT. Regression. Given a peptide amino acid sequence and an MHC pseudo amino acid sequence, predict their binding affinity value. This is MHC class I binding data. (1) The peptide sequence is NMRDLIVTFR. The MHC is HLA-A33:01 with pseudo-sequence HLA-A33:01. The binding affinity (normalized) is 1.00. (2) The peptide sequence is RGPYRAFVTI. The MHC is Patr-B0101 with pseudo-sequence Patr-B0101. The binding affinity (normalized) is 0.388. (3) The peptide sequence is FMRERQLPQ. The MHC is HLA-B58:01 with pseudo-sequence HLA-B58:01. The binding affinity (normalized) is 0.213.